From a dataset of Full USPTO retrosynthesis dataset with 1.9M reactions from patents (1976-2016). Predict the reactants needed to synthesize the given product. Given the product [C:3]([O:7][C:8]([N:10]1[CH2:16][CH2:15][CH2:14][N:13]([C:17]2[CH:22]=[CH:21][C:20]([NH:23][S:24]([C:27]3[CH:28]=[CH:29][CH:30]=[CH:31][CH:32]=3)(=[O:25])=[O:26])=[C:19]([N:33]([CH3:38])[S:34]([CH3:37])(=[O:35])=[O:36])[CH:18]=2)[CH2:12][CH2:11]1)=[O:9])([CH3:6])([CH3:5])[CH3:4].[C:3]([O:7][C:8]([N:10]1[CH2:16][CH2:15][CH2:14][N:13]([C:17]2[CH:22]=[CH:21][C:20]([N:23]([CH3:38])[S:24]([C:27]3[CH:28]=[CH:29][CH:30]=[CH:31][CH:32]=3)(=[O:25])=[O:26])=[C:19]([NH:33][S:34]([CH3:37])(=[O:35])=[O:36])[CH:18]=2)[CH2:12][CH2:11]1)=[O:9])([CH3:6])([CH3:5])[CH3:4], predict the reactants needed to synthesize it. The reactants are: CI.[C:3]([O:7][C:8]([N:10]1[CH2:16][CH2:15][CH2:14][N:13]([C:17]2[CH:22]=[CH:21][C:20]([NH:23][S:24]([C:27]3[CH:32]=[CH:31][CH:30]=[CH:29][CH:28]=3)(=[O:26])=[O:25])=[C:19]([NH:33][S:34]([CH3:37])(=[O:36])=[O:35])[CH:18]=2)[CH2:12][CH2:11]1)=[O:9])([CH3:6])([CH3:5])[CH3:4].[C:38]([O-])([O-])=O.[K+].[K+].